Dataset: Forward reaction prediction with 1.9M reactions from USPTO patents (1976-2016). Task: Predict the product of the given reaction. (1) Given the reactants [CH2:1]([O:8][C:9]1[CH:14]=[CH:13][C:12]([C:15]2[O:16][C:17]3[N:18]=[C:19](Cl)[N:20]=[CH:21][C:22]=3[N:23]=2)=[CH:11][CH:10]=1)[C:2]1[CH:7]=[CH:6][CH:5]=[CH:4][CH:3]=1.[CH3:25][C@H:26]([NH:29][C:30](=[O:36])[O:31][C:32]([CH3:35])([CH3:34])[CH3:33])[C:27]#[CH:28].C(N(CC)CC)C.CN(C=O)C, predict the reaction product. The product is: [CH2:1]([O:8][C:9]1[CH:14]=[CH:13][C:12]([C:15]2[O:16][C:17]3[N:18]=[C:19]([C:28]#[C:27][C@@H:26]([NH:29][C:30](=[O:36])[O:31][C:32]([CH3:35])([CH3:34])[CH3:33])[CH3:25])[N:20]=[CH:21][C:22]=3[N:23]=2)=[CH:11][CH:10]=1)[C:2]1[CH:7]=[CH:6][CH:5]=[CH:4][CH:3]=1. (2) Given the reactants COC(=O)C1C(=CC=CC=1[N+:13]([O-])=O)C(O)=O.Br[C:18](Br)=[O:19].Br[CH2:22][CH:23]1[C:31]2[C:26](=[C:27]([N+:32]([O-:34])=[O:33])[CH:28]=[CH:29][CH:30]=2)C(=O)[O:24]1, predict the reaction product. The product is: [OH:24][C:23]1([CH3:22])[C:31]2[C:26](=[C:27]([N+:32]([O-:34])=[O:33])[CH:28]=[CH:29][CH:30]=2)[NH:13][C:18]1=[O:19]. (3) Given the reactants C(O[C:6]([NH:8][C@@H:9]([CH2:13][C:14]1[C:19]([F:20])=[CH:18][CH:17]=[CH:16][C:15]=1[F:21])[C:10]([OH:12])=O)=[O:7])(C)(C)C.ClC1C=CC=CC=1C1C=CC(C(O)=O)=CC=1.[Cl:38][C:39]1[CH:44]=[CH:43][CH:42]=[CH:41][C:40]=1[C:45]1[CH:53]=[CH:52][C:48](C(O)=O)=[CH:47][N:46]=1.Cl.NCC#N.[NH2:59][C:60]1([C:66]#[N:67])[CH2:65][CH2:64][S:63][CH2:62][CH2:61]1, predict the reaction product. The product is: [Cl:38][C:39]1[CH:44]=[CH:43][CH:42]=[CH:41][C:40]=1[C:45]1[CH:53]=[CH:52][C:48]([C:6]([NH:8][C@H:9]([C:10](=[O:12])[NH:59][C:60]2([C:66]#[N:67])[CH2:65][CH2:64][S:63][CH2:62][CH2:61]2)[CH2:13][C:14]2[C:15]([F:21])=[CH:16][CH:17]=[CH:18][C:19]=2[F:20])=[O:7])=[CH:47][N:46]=1. (4) Given the reactants [Br:1][C:2]1[S:6][C:5]([C:7](=[O:11])[CH2:8][CH2:9][CH3:10])=[CH:4][CH:3]=1.C[Si]([N-][Si](C)(C)C)(C)C.[Li+].[C:22]([O:29][CH2:30][CH3:31])(=[O:28])[C:23]([O:25]CC)=O, predict the reaction product. The product is: [CH2:30]([O:29][C:22](=[O:28])[C:23](=[O:25])[CH:8]([C:7]([C:5]1[S:6][C:2]([Br:1])=[CH:3][CH:4]=1)=[O:11])[CH2:9][CH3:10])[CH3:31]. (5) Given the reactants Cl.[S:2]1[C:6]2[CH:7]=[CH:8][CH:9]=[CH:10][C:5]=2[C:4]([N:11]2[CH2:16][CH2:15][N:14]([CH2:17][CH2:18][C:19]3[CH:24]=[CH:23][C:22]([NH2:25])=[C:21]([CH3:26])[CH:20]=3)[CH2:13][CH2:12]2)=[N:3]1.[C:27](Cl)(=[O:30])[CH:28]=[CH2:29], predict the reaction product. The product is: [S:2]1[C:6]2[CH:7]=[CH:8][CH:9]=[CH:10][C:5]=2[C:4]([N:11]2[CH2:12][CH2:13][N:14]([CH2:17][CH2:18][C:19]3[CH:24]=[CH:23][C:22]([NH:25][C:27](=[O:30])[CH:28]=[CH2:29])=[C:21]([CH3:26])[CH:20]=3)[CH2:15][CH2:16]2)=[N:3]1.